The task is: Predict the product of the given reaction.. This data is from Forward reaction prediction with 1.9M reactions from USPTO patents (1976-2016). (1) Given the reactants [Cl:1][C:2]1[C:3]([NH:13][NH:14][C:15](=O)[CH2:16][C:17]2[S:18][CH:19]=[CH:20][CH:21]=2)=[N:4][C:5]2[C:10]([N:11]=1)=[CH:9][CH:8]=[C:7]([Cl:12])[CH:6]=2, predict the reaction product. The product is: [Cl:1][C:2]1[C:3]2[N:4]([C:15]([CH2:16][C:17]3[S:18][CH:19]=[CH:20][CH:21]=3)=[N:14][N:13]=2)[C:5]2[C:10]([N:11]=1)=[CH:9][CH:8]=[C:7]([Cl:12])[CH:6]=2. (2) Given the reactants [Br:1][C:2]1[CH:7]=[CH:6][CH:5]=[CH:4][C:3]=1[S:8]([CH2:11][C:12]#[N:13])(=[O:10])=[O:9].Br[CH2:15][CH2:16][CH2:17][CH2:18]Br.[OH-].[Na+], predict the reaction product. The product is: [Br:1][C:2]1[CH:7]=[CH:6][CH:5]=[CH:4][C:3]=1[S:8]([C:11]1([C:12]#[N:13])[CH2:18][CH2:17][CH2:16][CH2:15]1)(=[O:10])=[O:9].